This data is from NCI-60 drug combinations with 297,098 pairs across 59 cell lines. The task is: Regression. Given two drug SMILES strings and cell line genomic features, predict the synergy score measuring deviation from expected non-interaction effect. (1) Drug 1: C1C(C(OC1N2C=C(C(=O)NC2=O)F)CO)O. Drug 2: CC1=C2C(C(=O)C3(C(CC4C(C3C(C(C2(C)C)(CC1OC(=O)C(C(C5=CC=CC=C5)NC(=O)OC(C)(C)C)O)O)OC(=O)C6=CC=CC=C6)(CO4)OC(=O)C)O)C)O. Cell line: SNB-19. Synergy scores: CSS=19.3, Synergy_ZIP=-4.31, Synergy_Bliss=3.11, Synergy_Loewe=-7.76, Synergy_HSA=2.97. (2) Drug 1: CCCS(=O)(=O)NC1=C(C(=C(C=C1)F)C(=O)C2=CNC3=C2C=C(C=N3)C4=CC=C(C=C4)Cl)F. Drug 2: CC=C1C(=O)NC(C(=O)OC2CC(=O)NC(C(=O)NC(CSSCCC=C2)C(=O)N1)C(C)C)C(C)C. Cell line: BT-549. Synergy scores: CSS=24.0, Synergy_ZIP=1.04, Synergy_Bliss=-2.51, Synergy_Loewe=-52.2, Synergy_HSA=-4.28. (3) Drug 1: CC1=C(C(=CC=C1)Cl)NC(=O)C2=CN=C(S2)NC3=CC(=NC(=N3)C)N4CCN(CC4)CCO. Drug 2: CC(C)(C#N)C1=CC(=CC(=C1)CN2C=NC=N2)C(C)(C)C#N. Cell line: HCT-15. Synergy scores: CSS=-14.2, Synergy_ZIP=9.01, Synergy_Bliss=10.2, Synergy_Loewe=-4.71, Synergy_HSA=-4.45. (4) Drug 1: CC=C1C(=O)NC(C(=O)OC2CC(=O)NC(C(=O)NC(CSSCCC=C2)C(=O)N1)C(C)C)C(C)C. Drug 2: CN(CCCl)CCCl.Cl. Cell line: SNB-75. Synergy scores: CSS=42.9, Synergy_ZIP=-0.0433, Synergy_Bliss=0.953, Synergy_Loewe=-34.8, Synergy_HSA=1.79. (5) Drug 1: C1=NC(=NC(=O)N1C2C(C(C(O2)CO)O)O)N. Drug 2: CC1C(C(CC(O1)OC2CC(CC3=C2C(=C4C(=C3O)C(=O)C5=CC=CC=C5C4=O)O)(C(=O)C)O)N)O. Cell line: SK-MEL-2. Synergy scores: CSS=59.4, Synergy_ZIP=0.783, Synergy_Bliss=-0.613, Synergy_Loewe=-5.49, Synergy_HSA=-2.11. (6) Drug 1: C1=C(C(=O)NC(=O)N1)F. Drug 2: CCN(CC)CCNC(=O)C1=C(NC(=C1C)C=C2C3=C(C=CC(=C3)F)NC2=O)C. Cell line: T-47D. Synergy scores: CSS=28.0, Synergy_ZIP=3.48, Synergy_Bliss=5.44, Synergy_Loewe=-1.10, Synergy_HSA=3.70.